From a dataset of Forward reaction prediction with 1.9M reactions from USPTO patents (1976-2016). Predict the product of the given reaction. (1) The product is: [CH3:1][N:16]1[CH2:17][C@@H:18]2[N:11]([C@@H:9]([C:3]3[CH:8]=[CH:7][CH:6]=[CH:5][CH:4]=3)[CH3:10])[CH2:12][CH2:13][C@@H:14]2[CH2:15]1. Given the reactants [CH2:1]=O.[C:3]1([C@H:9]([N:11]2[C@@H:18]3[C@@H:14]([CH2:15][NH:16][CH2:17]3)[CH2:13][CH2:12]2)[CH3:10])[CH:8]=[CH:7][CH:6]=[CH:5][CH:4]=1.[OH-].[Na+], predict the reaction product. (2) Given the reactants [F:1][C:2]1[N:7]=[C:6]([C:8]([NH:10][NH:11]C(OC(C)(C)C)=O)=[O:9])[CH:5]=[CH:4][CH:3]=1.Cl, predict the reaction product. The product is: [F:1][C:2]1[N:7]=[C:6]([C:8]([NH:10][NH2:11])=[O:9])[CH:5]=[CH:4][CH:3]=1. (3) Given the reactants [CH3:1][C:2]1[C:10]([CH3:12])([CH3:11])[C:9]2[C:4](=[CH:5][CH:6]=[CH:7][CH:8]=2)[N:3]=1.[N+:13]([C:16]1[CH:17]=[C:18]([CH:21]=[C:22]([N+:24]([O-:26])=[O:25])[CH:23]=1)[CH2:19][I:20])([O-:15])=[O:14].C1C(Cl)=CC=C(Cl)C=1, predict the reaction product. The product is: [I-:20].[N+:13]([C:16]1[CH:17]=[C:18]([CH:21]=[C:22]([N+:24]([O-:26])=[O:25])[CH:23]=1)[CH2:19][N+:3]1[C:4]2[C:9](=[CH:8][CH:7]=[CH:6][CH:5]=2)[C:10]([CH3:12])([CH3:11])[C:2]=1[CH3:1])([O-:15])=[O:14]. (4) Given the reactants [F:1][C:2]1[CH:3]=[C:4]([C:8]2[N:13]=[C:12]([CH3:14])[C:11]([C:15]([OH:17])=O)=[CH:10][N:9]=2)[CH:5]=[CH:6][CH:7]=1.CN(C(SC1[N+]([O-])=CC=CC=1)=[N+](C)C)C.F[P-](F)(F)(F)(F)F.CCN(C(C)C)C(C)C.[Cl:49][C:50]1[CH:51]=[C:52]2[C:56](=[CH:57][CH:58]=1)[N:55]([NH2:59])[C:54]([CH3:60])=[CH:53]2, predict the reaction product. The product is: [Cl:49][C:50]1[CH:51]=[C:52]2[C:56](=[CH:57][CH:58]=1)[N:55]([NH:59][C:15]([C:11]1[C:12]([CH3:14])=[N:13][C:8]([C:4]3[CH:5]=[CH:6][CH:7]=[C:2]([F:1])[CH:3]=3)=[N:9][CH:10]=1)=[O:17])[C:54]([CH3:60])=[CH:53]2. (5) Given the reactants [NH2:1][C:2]1[C:11]2[C:6](=[N:7][CH:8]=[CH:9][CH:10]=2)[N:5]([O:12][CH2:13][C:14]2[CH:19]=[CH:18][CH:17]=[CH:16][CH:15]=2)[C:4](=[O:20])[C:3]=1[C:21]([NH:23][CH3:24])=[O:22].C(=O)[C:26]1[CH:31]=[CH:30][CH:29]=[CH:28][CH:27]=1.[C:33]1(C)C(S(O)(=O)=O)=CC=CC=1, predict the reaction product. The product is: [CH2:13]([O:12][N:5]1[C:6]2[N:7]=[CH:8][CH:9]=[CH:10][C:11]=2[C:2]2[NH:1][CH:24]([C:26]3[CH:31]=[CH:30][CH:29]=[CH:28][CH:27]=3)[N:23]([CH3:33])[C:21](=[O:22])[C:3]=2[C:4]1=[O:20])[C:14]1[CH:19]=[CH:18][CH:17]=[CH:16][CH:15]=1. (6) Given the reactants [N:1]1([CH2:6][CH2:7][CH2:8][O:9][C:10]2[CH:15]=[CH:14][C:13]([C:16]3([C:22]#[N:23])[CH2:21][CH2:20][O:19][CH2:18][CH2:17]3)=[CH:12][CH:11]=2)[CH2:5][CH2:4][CH2:3][CH2:2]1.ClCCCN1CC[S:31]CC1.C([O-])([O-])=O.[K+].[K+], predict the reaction product. The product is: [N:1]1([CH2:6][CH2:7][CH2:8][O:9][C:10]2[CH:15]=[CH:14][C:13]([C:16]3([C:22]#[N:23])[CH2:21][CH2:20][O:19][CH2:18][CH2:17]3)=[CH:12][CH:11]=2)[CH2:5][CH2:4][S:31][CH2:3][CH2:2]1.